From a dataset of hERG Central: cardiac toxicity at 1µM, 10µM, and general inhibition. Predict hERG channel inhibition at various concentrations. The drug is CN1CCCN(C(=O)/C=C/c2ccc(Cl)cc2Cl)CC1.Cl. Results: hERG_inhib (hERG inhibition (general)): blocker.